Task: Predict which catalyst facilitates the given reaction.. Dataset: Catalyst prediction with 721,799 reactions and 888 catalyst types from USPTO (1) Reactant: [C:1]([O:5][C:6]([N:8]1[CH2:13][C@H:12]([CH3:14])[NH:11][C@H:10]([CH3:15])[CH2:9]1)=[O:7])([CH3:4])([CH3:3])[CH3:2].[CH3:16][C:17]([CH:19]=[CH2:20])=[O:18]. Product: [C:1]([O:5][C:6]([N:8]1[CH2:13][C@H:12]([CH3:14])[N:11]([CH2:20][CH2:19][C:17](=[O:18])[CH3:16])[C@H:10]([CH3:15])[CH2:9]1)=[O:7])([CH3:4])([CH3:2])[CH3:3]. The catalyst class is: 22. (2) Reactant: [C:1]([C:4]1[CH:5]=[C:6]([NH:10][C:11]([NH:13][C:14]2[CH:19]=[CH:18][C:17]([O:20][CH3:21])=[C:16]([C:22]3[N:23]([CH3:28])[N:24]=[CH:25][C:26]=3[Br:27])[CH:15]=2)=[O:12])[CH:7]=[CH:8][CH:9]=1)(=O)[CH3:2].Cl.[NH2:30][OH:31].Cl. Product: [Br:27][C:26]1[CH:25]=[N:24][N:23]([CH3:28])[C:22]=1[C:16]1[CH:15]=[C:14]([NH:13][C:11]([NH:10][C:6]2[CH:7]=[CH:8][CH:9]=[C:4]([C:1](=[N:30][OH:31])[CH3:2])[CH:5]=2)=[O:12])[CH:19]=[CH:18][C:17]=1[O:20][CH3:21]. The catalyst class is: 8. (3) Reactant: [CH:1]([N:4]1[CH2:9][CH2:8][NH:7][C:6](=[O:10])[CH2:5]1)([CH3:3])[CH3:2].[H-].[Na+].[C:13]([O:17][C:18](=[O:39])[N:19]([CH2:21][C:22]1[CH:27]=[C:26]([CH2:28]Cl)[CH:25]=[CH:24][C:23]=1[O:30][C:31]1[CH:36]=[CH:35][C:34]([Cl:37])=[C:33]([Cl:38])[CH:32]=1)[CH3:20])([CH3:16])([CH3:15])[CH3:14]. Product: [C:13]([O:17][C:18](=[O:39])[N:19]([CH2:21][C:22]1[CH:27]=[C:26]([CH2:28][N:7]2[CH2:8][CH2:9][N:4]([CH:1]([CH3:3])[CH3:2])[CH2:5][C:6]2=[O:10])[CH:25]=[CH:24][C:23]=1[O:30][C:31]1[CH:36]=[CH:35][C:34]([Cl:37])=[C:33]([Cl:38])[CH:32]=1)[CH3:20])([CH3:16])([CH3:14])[CH3:15]. The catalyst class is: 3.